From a dataset of Catalyst prediction with 721,799 reactions and 888 catalyst types from USPTO. Predict which catalyst facilitates the given reaction. (1) Product: [NH2:3][C@@H:12]([C:23]1[CH:28]=[CH:27][C:26]([C:29]([F:30])([F:31])[F:32])=[C:25]([F:33])[CH:24]=1)[CH2:13][CH2:14][NH:15][C:16](=[O:22])[O:17][C:18]([CH3:21])([CH3:19])[CH3:20]. Reactant: O=C1C2C(=CC=CC=2)C(=O)[N:3]1[C@@H:12]([C:23]1[CH:28]=[CH:27][C:26]([C:29]([F:32])([F:31])[F:30])=[C:25]([F:33])[CH:24]=1)[CH2:13][CH2:14][NH:15][C:16](=[O:22])[O:17][C:18]([CH3:21])([CH3:20])[CH3:19].CO.C1COCC1.O.NN. The catalyst class is: 6. (2) Reactant: [CH:1]1([C:4]2[N:9]=[CH:8][C:7]([OH:10])=[CH:6][N:5]=2)[CH2:3][CH2:2]1.C(N(CC)CC)C.[F:18][C:19]([F:32])([F:31])[S:20](O[S:20]([C:19]([F:32])([F:31])[F:18])(=[O:22])=[O:21])(=[O:22])=[O:21]. Product: [F:18][C:19]([F:32])([F:31])[S:20]([O:10][C:7]1[CH:6]=[N:5][C:4]([CH:1]2[CH2:3][CH2:2]2)=[N:9][CH:8]=1)(=[O:22])=[O:21]. The catalyst class is: 168.